From a dataset of Forward reaction prediction with 1.9M reactions from USPTO patents (1976-2016). Predict the product of the given reaction. (1) Given the reactants FC(F)(F)S(O[C:7]1[C:16]2[C:11](=[CH:12][C:13]([Br:17])=[CH:14][CH:15]=2)[O:10][C:9](=[O:18])[CH:8]=1)(=O)=O.[CH3:21][C:22]1[CH:23]=[C:24](B(O)O)[CH:25]=[CH:26][CH:27]=1.C1(P(C2CCCCC2)C2CCCCC2)CCCCC1.[F-].[K+], predict the reaction product. The product is: [Br:17][C:13]1[CH:12]=[C:11]2[C:16]([C:7]([C:26]3[CH:25]=[CH:24][CH:23]=[C:22]([CH3:21])[CH:27]=3)=[CH:8][C:9](=[O:18])[O:10]2)=[CH:15][CH:14]=1. (2) Given the reactants [NH2:1][C:2]1[N:7]=[CH:6][N:5]=[C:4]2[N:8]([C@@H:25]3[CH2:30][CH2:29][CH2:28][N:27](C(OC(C)(C)C)=O)[CH2:26]3)[N:9]=[C:10]([C:11]3[CH:16]=[CH:15][C:14]([O:17][C:18]4[CH:23]=[CH:22][CH:21]=[CH:20][CH:19]=4)=[CH:13][C:12]=3[F:24])[C:3]=12.FC(F)(F)C(O)=O, predict the reaction product. The product is: [F:24][C:12]1[CH:13]=[C:14]([O:17][C:18]2[CH:23]=[CH:22][CH:21]=[CH:20][CH:19]=2)[CH:15]=[CH:16][C:11]=1[C:10]1[C:3]2[C:4](=[N:5][CH:6]=[N:7][C:2]=2[NH2:1])[N:8]([C@@H:25]2[CH2:30][CH2:29][CH2:28][NH:27][CH2:26]2)[N:9]=1.